Dataset: Full USPTO retrosynthesis dataset with 1.9M reactions from patents (1976-2016). Task: Predict the reactants needed to synthesize the given product. (1) Given the product [CH3:29][O:21][C:20]([C@H:10]1[C@@H:11]([C:13]2[CH:14]=[CH:15][C:16]([Cl:19])=[CH:17][CH:18]=2)[CH2:12][N:8]([CH2:1][C:2]2[CH:3]=[CH:4][CH:5]=[CH:6][CH:7]=2)[CH2:9]1)=[O:22], predict the reactants needed to synthesize it. The reactants are: [CH2:1]([N:8]1[CH2:12][C@H:11]([C:13]2[CH:18]=[CH:17][C:16]([Cl:19])=[CH:15][CH:14]=2)[C@H:10]([C:20]([OH:22])=[O:21])[CH2:9]1)[C:2]1[CH:7]=[CH:6][CH:5]=[CH:4][CH:3]=1.S(=O)(=O)(O)O.Cl[CH2:29]Cl.C(=O)([O-])[O-].[Na+].[Na+]. (2) Given the product [F:4][C:5]1[C:13]([F:14])=[C:12]([F:15])[CH:11]=[C:10]2[C:6]=1[CH2:7][CH:8]([C@H:16]1[CH2:21][CH2:20][C@H:19]([CH2:22][CH2:23][CH3:24])[CH2:18][CH2:17]1)[CH2:9]2, predict the reactants needed to synthesize it. The reactants are: C(O)C.[F:4][C:5]1[C:13]([F:14])=[C:12]([F:15])[CH:11]=[C:10]2[C:6]=1[CH:7]=[C:8]([C@H:16]1[CH2:21][CH2:20][C@H:19]([CH2:22][CH2:23][CH3:24])[CH2:18][CH2:17]1)[CH2:9]2.[H][H]. (3) Given the product [OH:6][C:7]1[CH:8]=[CH:9][C:10]([CH2:13]/[CH:14]=[CH:15]/[C:16]([O:18][CH3:19])=[O:17])=[CH:11][CH:12]=1, predict the reactants needed to synthesize it. The reactants are: B(Br)(Br)Br.C[O:6][C:7]1[CH:12]=[CH:11][C:10]([CH2:13]/[CH:14]=[CH:15]/[C:16]([O:18][CH3:19])=[O:17])=[CH:9][CH:8]=1.